This data is from Catalyst prediction with 721,799 reactions and 888 catalyst types from USPTO. The task is: Predict which catalyst facilitates the given reaction. Reactant: I[C:2]1[C:6]2[C:7]([O:11][CH3:12])=[N:8][CH:9]=[CH:10][C:5]=2[N:4]([CH:13]2[CH2:18][CH2:17][O:16][CH2:15][CH2:14]2)[CH:3]=1.[C:19]([CH2:21][C:22]1[CH:27]=[CH:26][C:25](B(O)O)=[CH:24][CH:23]=1)#[N:20].C(=O)([O-])[O-].[K+].[K+]. Product: [CH3:12][O:11][C:7]1[C:6]2[C:2]([C:25]3[CH:26]=[CH:27][C:22]([CH2:21][C:19]#[N:20])=[CH:23][CH:24]=3)=[CH:3][N:4]([CH:13]3[CH2:18][CH2:17][O:16][CH2:15][CH2:14]3)[C:5]=2[CH:10]=[CH:9][N:8]=1. The catalyst class is: 339.